From a dataset of Full USPTO retrosynthesis dataset with 1.9M reactions from patents (1976-2016). Predict the reactants needed to synthesize the given product. Given the product [CH3:1][C:2]([CH3:9])([CH2:5][CH2:6][CH:7]=[CH2:8])[CH2:3][O:4][C:11]([NH:33][C@H:34]([C:39]([OH:41])=[O:40])[C:35]([CH3:38])([CH3:37])[CH3:36])=[O:13], predict the reactants needed to synthesize it. The reactants are: [CH3:1][C:2]([CH3:9])([CH2:5][CH2:6][CH:7]=[CH2:8])[CH2:3][OH:4].Cl[C:11](Cl)([O:13]C(=O)OC(Cl)(Cl)Cl)Cl.CCN(C(C)C)C(C)C.[OH-].[Na+].[NH2:33][C@H:34]([C:39]([OH:41])=[O:40])[C:35]([CH3:38])([CH3:37])[CH3:36].